Dataset: Forward reaction prediction with 1.9M reactions from USPTO patents (1976-2016). Task: Predict the product of the given reaction. (1) Given the reactants P(Cl)(Cl)([Cl:3])=O.CN(C)[CH:8]=[O:9].[C:11]1(=O)[CH2:16][CH2:15][CH2:14][CH2:13][CH2:12]1, predict the reaction product. The product is: [Cl:3][C:11]1[CH2:16][CH2:15][CH2:14][CH2:13][C:12]=1[CH:8]=[O:9]. (2) Given the reactants C([O:3][C:4](=[O:20])[C@@H:5]([O:18][CH3:19])[CH2:6][C:7]1[CH:12]=[CH:11][C:10]([O:13][CH2:14][C:15]([OH:17])=O)=[CH:9][CH:8]=1)C.[Cl:21][C:22]1[CH:27]=[CH:26][C:25]([CH:28]([C:35]2[CH:40]=[CH:39][CH:38]=[CH:37][CH:36]=2)[N:29]2[CH2:34][CH2:33][NH:32][CH2:31][CH2:30]2)=[CH:24][CH:23]=1.C(O[C@@H](CC1C=CC(O[C@@H](C(=O)NCCC2C=CC(OC3C=CC=CC=3)=CC=2)C)=CC=1)C(O)=O)C, predict the reaction product. The product is: [Cl:21][C:22]1[CH:23]=[CH:24][C:25]([CH:28]([C:35]2[CH:36]=[CH:37][CH:38]=[CH:39][CH:40]=2)[N:29]2[CH2:30][CH2:31][N:32]([C:15](=[O:17])[CH2:14][O:13][C:10]3[CH:9]=[CH:8][C:7]([CH2:6][C@H:5]([O:18][CH3:19])[C:4]([OH:3])=[O:20])=[CH:12][CH:11]=3)[CH2:33][CH2:34]2)=[CH:26][CH:27]=1. (3) Given the reactants Br[C:2]1[CH:7]=[CH:6][C:5]([C:8](=[O:23])[CH:9]=[C:10]([C:15]2[CH:20]=[C:19]([Cl:21])[CH:18]=[C:17]([Cl:22])[CH:16]=2)[C:11]([F:14])([F:13])[F:12])=[CH:4][C:3]=1[CH3:24].[C:25]([O-:28])(=[O:27])C.[Na+].[C]=O, predict the reaction product. The product is: [Cl:22][C:17]1[CH:16]=[C:15]([C:10]([C:11]([F:14])([F:13])[F:12])=[CH:9][C:8]([C:5]2[CH:6]=[CH:7][C:2]([C:25]([OH:28])=[O:27])=[C:3]([CH3:24])[CH:4]=2)=[O:23])[CH:20]=[C:19]([Cl:21])[CH:18]=1.